This data is from Reaction yield outcomes from USPTO patents with 853,638 reactions. The task is: Predict the reaction yield, written as a fraction of the theoretical maximum amount of product (1.0 means a 100% yield; for example, 0.34 means a 34% yield). (1) The reactants are [Cl:1][C:2]1[CH:3]=[C:4]([CH:9]([O:13][CH:14]2[CH2:19][CH2:18][O:17][CH2:16][CH2:15]2)[C:10]([OH:12])=O)[CH:5]=[CH:6][C:7]=1[Cl:8].CN([P+](ON1N=NC2C=CC=CC1=2)(N(C)C)N(C)C)C.F[P-](F)(F)(F)(F)F.C(N(CC)CC)C.[NH2:54][C:55]1[S:56][CH:57]=[CH:58][N:59]=1. The product is [Cl:1][C:2]1[CH:3]=[C:4]([CH:9]([O:13][CH:14]2[CH2:19][CH2:18][O:17][CH2:16][CH2:15]2)[C:10]([NH:54][C:55]2[S:56][CH:57]=[CH:58][N:59]=2)=[O:12])[CH:5]=[CH:6][C:7]=1[Cl:8]. The catalyst is ClCCl.O. The yield is 0.860. (2) The reactants are [NH2:1][C@H:2]1[C:11]2[C:6](=[CH:7][CH:8]=[C:9]([C:12]3[CH:13]=[N:14][N:15]([CH2:17][CH2:18][O:19][CH3:20])[CH:16]=3)[CH:10]=2)[N:5]([C:21](=[O:23])[CH3:22])[C@@H:4]([CH3:24])[CH2:3]1.Cl[C:26]1[CH:31]=[N:30][C:29]([CH3:32])=[CH:28][N:27]=1.CN(C1C(C2C(P(C3CCCCC3)C3CCCCC3)=CC=CC=2)=CC=CC=1)C.CC(C)([O-])C.[Na+]. The catalyst is O1CCOCC1.C1C=CC(/C=C/C(/C=C/C2C=CC=CC=2)=O)=CC=1.C1C=CC(/C=C/C(/C=C/C2C=CC=CC=2)=O)=CC=1.C1C=CC(/C=C/C(/C=C/C2C=CC=CC=2)=O)=CC=1.[Pd].[Pd]. The product is [CH3:20][O:19][CH2:18][CH2:17][N:15]1[CH:16]=[C:12]([C:9]2[CH:10]=[C:11]3[C:6](=[CH:7][CH:8]=2)[N:5]([C:21](=[O:23])[CH3:22])[C@@H:4]([CH3:24])[CH2:3][C@H:2]3[NH:1][C:26]2[CH:31]=[N:30][C:29]([CH3:32])=[CH:28][N:27]=2)[CH:13]=[N:14]1. The yield is 0.470. (3) The reactants are [F:1][C:2]1[CH:3]=[C:4]([CH:7]=[CH:8][CH:9]=1)[CH2:5]Cl.[F:10][C:11]1[CH:12]=[C:13]([CH:33]=[CH:34][C:35]=1[OH:36])[NH:14][C:15]1[C:24]2[C:19](=[CH:20][CH:21]=[CH:22][C:23]=2[O:25][CH:26]2[CH2:31][CH2:30][N:29]([CH3:32])[CH2:28][CH2:27]2)[N:18]=[CH:17][N:16]=1. No catalyst specified. The product is [F:10][C:11]1[CH:12]=[C:13]([CH:33]=[CH:34][C:35]=1[O:36][CH2:5][C:4]1[CH:7]=[CH:8][CH:9]=[C:2]([F:1])[CH:3]=1)[NH:14][C:15]1[C:24]2[C:19](=[CH:20][CH:21]=[CH:22][C:23]=2[O:25][CH:26]2[CH2:31][CH2:30][N:29]([CH3:32])[CH2:28][CH2:27]2)[N:18]=[CH:17][N:16]=1. The yield is 0.460.